Dataset: Reaction yield outcomes from USPTO patents with 853,638 reactions. Task: Predict the reaction yield, written as a fraction of the theoretical maximum amount of product (1.0 means a 100% yield; for example, 0.34 means a 34% yield). (1) The reactants are [H-].[Na+].[CH2:3]([OH:10])[C:4]1[CH:9]=[CH:8][CH:7]=[CH:6][CH:5]=1.Cl.Cl[C:13]1[CH:18]=[CH:17][N:16]=[CH:15][CH:14]=1.O. The catalyst is CN(C=O)C. The product is [CH2:3]([O:10][C:13]1[CH:18]=[CH:17][N:16]=[CH:15][CH:14]=1)[C:4]1[CH:9]=[CH:8][CH:7]=[CH:6][CH:5]=1. The yield is 0.890. (2) The reactants are [Br:1][C:2]1[N:3]([C:8]2[C:17]3[C:12](=[CH:13][CH:14]=[CH:15][CH:16]=3)[C:11]([CH:18]3[CH2:20][CH2:19]3)=[CH:10][CH:9]=2)[C:4]([SH:7])=[N:5][N:6]=1.Br[C:22]1([C:26]([O:28][CH2:29][CH3:30])=[O:27])[CH2:25][CH2:24][CH2:23]1.C(N(C(C)C)CC)(C)C. The catalyst is CN(C=O)C. The product is [Br:1][C:2]1[N:3]([C:8]2[C:17]3[C:12](=[CH:13][CH:14]=[CH:15][CH:16]=3)[C:11]([CH:18]3[CH2:20][CH2:19]3)=[CH:10][CH:9]=2)[C:4]([S:7][C:22]2([C:26]([O:28][CH2:29][CH3:30])=[O:27])[CH2:25][CH2:24][CH2:23]2)=[N:5][N:6]=1. The yield is 0.550. (3) The reactants are [O:1]=[C:2]1[NH:6][C:5]2[CH:7]=[CH:8][C:9]([C:11]([OH:13])=O)=[CH:10][C:4]=2[NH:3]1.[CH2:14]1[C@H:23]2[C@H:18]([CH2:19][CH2:20][C:21]3[CH:27]=[CH:26][CH:25]=[CH:24][C:22]=32)[NH:17][CH2:16][CH2:15]1.F[P-](F)(F)(F)(F)F.N1(OC(N(C)C)=[N+](C)C)C2N=CC=CC=2N=N1. No catalyst specified. The product is [CH2:14]1[C@H:23]2[C@H:18]([CH2:19][CH2:20][C:21]3[CH:27]=[CH:26][CH:25]=[CH:24][C:22]=32)[N:17]([C:11]([C:9]2[CH:8]=[CH:7][C:5]3[NH:6][C:2](=[O:1])[NH:3][C:4]=3[CH:10]=2)=[O:13])[CH2:16][CH2:15]1. The yield is 0.140.